This data is from Full USPTO retrosynthesis dataset with 1.9M reactions from patents (1976-2016). The task is: Predict the reactants needed to synthesize the given product. (1) Given the product [Br:1][C:2]1[CH:3]=[CH:4][C:5]([C:6]2[C:8]3[C:9](=[CH:29][CH:30]=[C:31]([Cl:33])[CH:32]=3)[C:10](=[O:11])[N:12]([CH2:13][C:14]3[CH:19]=[CH:18][C:17]([S:20]([CH3:23])(=[O:22])=[O:21])=[CH:16][CH:15]=3)[C:24]=2[C:25](=[O:28])[CH2:26][CH3:27])=[CH:34][CH:35]=1, predict the reactants needed to synthesize it. The reactants are: [Br:1][C:2]1[CH:35]=[CH:34][C:5]([C:6]([C:8]2[CH:32]=[C:31]([Cl:33])[CH:30]=[CH:29][C:9]=2[C:10]([N:12]([CH2:24][CH:25]([OH:28])[CH2:26][CH3:27])[CH2:13][C:14]2[CH:19]=[CH:18][C:17]([S:20]([CH3:23])(=[O:22])=[O:21])=[CH:16][CH:15]=2)=[O:11])=O)=[CH:4][CH:3]=1.C(N(CC)CC)C. (2) Given the product [CH:22]1([CH2:28][C:29]([CH2:1][C:2]2[NH:3][C:4]3[C:9]([CH:10]=2)=[CH:8][CH:7]=[CH:6][CH:5]=3)([OH:43])[CH2:30][C:31]([C:34]2[CH:39]=[C:38]([F:40])[CH:37]=[CH:36][C:35]=2[O:41][CH3:42])([CH3:33])[CH3:32])[CH2:23][CH2:24][CH2:25][CH2:26][CH2:27]1, predict the reactants needed to synthesize it. The reactants are: [CH3:1][C:2]1[NH:3][C:4]2[C:9]([CH:10]=1)=[CH:8][CH:7]=[CH:6][CH:5]=2.C([Li])CCC.CC(C)([O-])C.[K+].[CH:22]1([CH2:28][C:29](=[O:43])[CH2:30][C:31]([C:34]2[CH:39]=[C:38]([F:40])[CH:37]=[CH:36][C:35]=2[O:41][CH3:42])([CH3:33])[CH3:32])[CH2:27][CH2:26][CH2:25][CH2:24][CH2:23]1.